Dataset: Reaction yield outcomes from USPTO patents with 853,638 reactions. Task: Predict the reaction yield, written as a fraction of the theoretical maximum amount of product (1.0 means a 100% yield; for example, 0.34 means a 34% yield). (1) The reactants are Br[C:2]1[S:6][C:5]([C:7]2[S:8][C:9]3[N:10]=[C:11]([C:15]4[S:16][C:17](Br)=[CH:18][C:19]=4[CH2:20][CH2:21][CH2:22][CH2:23][CH2:24][CH2:25][CH2:26][CH2:27][CH2:28][CH2:29][CH2:30][CH2:31][CH2:32][CH3:33])[S:12][C:13]=3[N:14]=2)=[C:4]([CH2:35][CH2:36][CH2:37][CH2:38][CH2:39][CH2:40][CH2:41][CH2:42][CH2:43][CH2:44][CH2:45][CH2:46][CH2:47][CH3:48])[CH:3]=1.C([Li])CCC.[CH3:54][Sn:55](Cl)([CH3:57])[CH3:56]. The catalyst is C(OCC)C. The product is [CH3:54][Sn:55]([CH3:57])([CH3:56])[C:2]1[S:6][C:5]([C:7]2[S:8][C:9]3[N:10]=[C:11]([C:15]4[S:16][C:17]([Sn:55]([CH3:57])([CH3:56])[CH3:54])=[CH:18][C:19]=4[CH2:20][CH2:21][CH2:22][CH2:23][CH2:24][CH2:25][CH2:26][CH2:27][CH2:28][CH2:29][CH2:30][CH2:31][CH2:32][CH3:33])[S:12][C:13]=3[N:14]=2)=[C:4]([CH2:35][CH2:36][CH2:37][CH2:38][CH2:39][CH2:40][CH2:41][CH2:42][CH2:43][CH2:44][CH2:45][CH2:46][CH2:47][CH3:48])[CH:3]=1. The yield is 1.00. (2) The reactants are [Cl-].[Cl-].[Cl-].[Al+3].[N-:5]=[N+:6]=[N-:7].[Na+].[N-]=[N+]=[N-].[Al+3].[N-]=[N+]=[N-].[N-]=[N+]=[N-].[C:19]1([CH:25]([C:50]2[CH:55]=[CH:54][CH:53]=[CH:52][CH:51]=2)[O:26][C:27]2[CH:32]=[CH:31][C:30]([C:33]3[N:37]([CH:38]4[CH2:43][CH2:42][CH2:41][CH2:40][CH2:39]4)[C:36]4[CH:44]=[CH:45][C:46]([C:48]#[N:49])=[CH:47][C:35]=4[N:34]=3)=[CH:29][CH:28]=2)[CH:24]=[CH:23][CH:22]=[CH:21][CH:20]=1. No catalyst specified. The product is [C:50]1([CH:25]([C:19]2[CH:20]=[CH:21][CH:22]=[CH:23][CH:24]=2)[O:26][C:27]2[CH:32]=[CH:31][C:30]([C:33]3[N:37]([CH:38]4[CH2:43][CH2:42][CH2:41][CH2:40][CH2:39]4)[C:36]4[CH:44]=[CH:45][C:46]([C:48]5[NH:49][N:7]=[N:6][N:5]=5)=[CH:47][C:35]=4[N:34]=3)=[CH:29][CH:28]=2)[CH:51]=[CH:52][CH:53]=[CH:54][CH:55]=1. The yield is 0.206. (3) The yield is 0.680. The catalyst is CN(C)C=O. The reactants are [CH3:1][O:2][C:3]1[CH:11]=[C:10]([C:12]([F:15])([F:14])[F:13])[CH:9]=[C:8]([S:16][CH3:17])[C:4]=1[C:5]([OH:7])=O.C(N(CC)C(C)C)(C)C.F[P-](F)(F)(F)(F)F.N1(OC(N(C)C)=[N+](C)C)C2N=CC=CC=2N=N1.[NH2:51][CH:52]1[CH2:57][CH2:56][CH2:55][CH2:54][C:53]1=[O:58]. The product is [CH3:1][O:2][C:3]1[CH:11]=[C:10]([C:12]([F:15])([F:14])[F:13])[CH:9]=[C:8]([S:16][CH3:17])[C:4]=1[C:5]([NH:51][CH:52]1[CH2:57][CH2:56][CH2:55][CH2:54][C:53]1=[O:58])=[O:7].